Dataset: Full USPTO retrosynthesis dataset with 1.9M reactions from patents (1976-2016). Task: Predict the reactants needed to synthesize the given product. Given the product [Cl:39][C:36]1[CH:37]=[CH:38][C:33]([C@@:13]23[O:32][C@@:10]([CH2:53][OH:54])([CH2:11][O:12]2)[C@@H:9]([OH:8])[C@H:15]([OH:16])[C@H:14]3[OH:24])=[CH:34][C:35]=1[CH2:40][C:41]1[CH:46]=[CH:45][C:44]([O:47][CH2:48][C:49]([F:51])([F:50])[F:52])=[CH:43][CH:42]=1, predict the reactants needed to synthesize it. The reactants are: C([O:8][C@H:9]1[C@H:15]([O:16]CC2C=CC=CC=2)[C@@H:14]([O:24]CC2C=CC=CC=2)[C@:13]2([C:33]3[CH:38]=[CH:37][C:36]([Cl:39])=[C:35]([CH2:40][C:41]4[CH:46]=[CH:45][C:44]([O:47][CH2:48][C:49]([F:52])([F:51])[F:50])=[CH:43][CH:42]=4)[CH:34]=3)[O:32][C@@:10]1([CH2:53][OH:54])[CH2:11][O:12]2)C1C=CC=CC=1.ClC1C=CC=CC=1Cl.